The task is: Predict the reactants needed to synthesize the given product.. This data is from Full USPTO retrosynthesis dataset with 1.9M reactions from patents (1976-2016). (1) Given the product [CH2:30]([O:29][C:27]([C:24]1([C:22]2[CH2:21][N:12]([C@H:13]([C:15]3[CH:20]=[CH:19][CH:18]=[CH:17][CH:16]=3)[CH3:14])[C:10](=[O:11])[CH:9]=2)[CH2:26][CH2:25]1)=[O:28])[CH3:31], predict the reactants needed to synthesize it. The reactants are: C(OP([CH2:9][C:10]([N:12]([CH2:21][C:22]([C:24]1([C:27]([O:29][CH2:30][CH3:31])=[O:28])[CH2:26][CH2:25]1)=O)[C@H:13]([C:15]1[CH:20]=[CH:19][CH:18]=[CH:17][CH:16]=1)[CH3:14])=[O:11])(OCC)=O)C.C(O[K])(C)(C)C.C(O)(=O)CC(CC(O)=O)(C(O)=O)O.C(OCC)(=O)C. (2) Given the product [Cl:1][C:2]1[CH:7]=[CH:6][C:5]([C:8]2[CH:13]=[CH:12][N:11]3[C:14](=[O:17])[N:15]([CH2:32][CH2:33][C:34]([F:37])([F:36])[F:35])[N:16]=[C:10]3[C:9]=2[C:18]2[CH:19]=[CH:20][C:21]([Cl:24])=[CH:22][CH:23]=2)=[CH:4][CH:3]=1, predict the reactants needed to synthesize it. The reactants are: [Cl:1][C:2]1[CH:7]=[CH:6][C:5]([C:8]2[CH:13]=[CH:12][N:11]3[C:14](=[O:17])[NH:15][N:16]=[C:10]3[C:9]=2[C:18]2[CH:23]=[CH:22][C:21]([Cl:24])=[CH:20][CH:19]=2)=[CH:4][CH:3]=1.C([O-])([O-])=O.[K+].[K+].Br[CH2:32][CH2:33][C:34]([F:37])([F:36])[F:35]. (3) Given the product [CH2:23]([O:22][CH2:21][C:20]([NH:19][C:16]1[CH:15]=[C:3]2[C:2](=[CH:18][CH:17]=1)[N:1]=[C:38]([CH3:39])[N:6]([CH:7]1[CH2:12][CH2:11][C:10](=[O:13])[NH:9][C:8]1=[O:14])[C:4]2=[O:5])=[O:30])[C:24]1[CH:25]=[CH:26][CH:27]=[CH:28][CH:29]=1, predict the reactants needed to synthesize it. The reactants are: [NH2:1][C:2]1[CH:18]=[CH:17][C:16]([NH:19][C:20](=[O:30])[CH2:21][O:22][CH2:23][C:24]2[CH:29]=[CH:28][CH:27]=[CH:26][CH:25]=2)=[CH:15][C:3]=1[C:4]([NH:6][CH:7]1[CH2:12][CH2:11][C:10](=[O:13])[NH:9][C:8]1=[O:14])=[O:5].C(OC)(OC)OC.[C:38]1(C)C=CC(S(O)(=O)=O)=C[CH:39]=1.O. (4) Given the product [C:1]([C:5]1[N:6]=[C:7]([N:16]2[CH2:20][CH2:19][C:18]([F:21])([F:22])[CH2:17]2)[C:8]2[C:9](=[N:11][N:12]([CH2:14][CH2:15][OH:46])[N:13]=2)[N:10]=1)([CH3:2])([CH3:3])[CH3:4], predict the reactants needed to synthesize it. The reactants are: [C:1]([C:5]1[N:6]=[C:7]([N:16]2[CH2:20][CH2:19][C:18]([F:22])([F:21])[CH2:17]2)[C:8]2[C:9](=[N:11][N:12]([CH2:14][CH3:15])[N:13]=2)[N:10]=1)([CH3:4])([CH3:3])[CH3:2].C(C1N=C(N2CCC(F)(F)C2)C2N=NNC=2N=1)(C)(C)C.BrCC[OH:46]. (5) Given the product [C:17]([N:1]1[CH2:11][CH2:10][CH2:9][CH2:8][CH:2]1[C:3]([O:5][CH2:6][CH3:7])=[O:4])([O:16][C:12]([CH3:15])([CH3:14])[CH3:13])=[O:18], predict the reactants needed to synthesize it. The reactants are: [NH:1]1[CH2:11][CH2:10][CH2:9][CH2:8][CH:2]1[C:3]([O:5][CH2:6][CH3:7])=[O:4].[C:12]([O:16][C:17](O[C:17]([O:16][C:12]([CH3:15])([CH3:14])[CH3:13])=[O:18])=[O:18])([CH3:15])([CH3:14])[CH3:13].C(=O)=O. (6) Given the product [Cl:28][C:24]1[CH:25]=[CH:26][CH:27]=[C:2]([Cl:1])[C:3]=1[CH2:4][C:5]1[N:9]([CH2:10][C:11]2[CH:12]=[CH:13][C:14]([C:15]([NH:43][CH2:42][CH:38]3[CH2:39][CH2:40][CH2:41][N:37]3[CH2:35][CH3:36])=[O:17])=[CH:18][CH:19]=2)[C:8]2[CH:20]=[CH:21][CH:22]=[CH:23][C:7]=2[N:6]=1, predict the reactants needed to synthesize it. The reactants are: [Cl:1][C:2]1[CH:27]=[CH:26][CH:25]=[C:24]([Cl:28])[C:3]=1[CH2:4][C:5]1[N:9]([CH2:10][C:11]2[CH:19]=[CH:18][C:14]([C:15]([OH:17])=O)=[CH:13][CH:12]=2)[C:8]2[CH:20]=[CH:21][CH:22]=[CH:23][C:7]=2[N:6]=1.C(Cl)(=O)C(Cl)=O.[CH2:35]([N:37]1[CH2:41][CH2:40][CH2:39][CH:38]1[CH2:42][NH2:43])[CH3:36].C(N(C(C)C)CC)(C)C. (7) Given the product [Cl:1][C:2]1[CH:7]=[CH:6][C:5]([S:8]([N:11]([CH2:21][C:22]2[CH:32]=[CH:31][C:25]([CH2:26][OH:27])=[CH:24][N:23]=2)[C@H:12]([C:15]2[CH:20]=[CH:19][CH:18]=[CH:17][CH:16]=2)[CH2:13][CH3:14])(=[O:10])=[O:9])=[CH:4][CH:3]=1, predict the reactants needed to synthesize it. The reactants are: [Cl:1][C:2]1[CH:7]=[CH:6][C:5]([S:8]([N:11]([CH2:21][C:22]2[CH:32]=[CH:31][C:25]([C:26](OCC)=[O:27])=[CH:24][N:23]=2)[C@H:12]([C:15]2[CH:20]=[CH:19][CH:18]=[CH:17][CH:16]=2)[CH2:13][CH3:14])(=[O:10])=[O:9])=[CH:4][CH:3]=1.[BH4-].[Na+].CO. (8) Given the product [CH2:35]([O:1][C:2]1[C:7]([N+:8]([O-:10])=[O:9])=[CH:6][C:5]([CH2:11][C:12]([N:14]([CH3:28])[C@@H:15]([C:22]2[CH:27]=[CH:26][CH:25]=[CH:24][CH:23]=2)[CH2:16][N:17]2[CH2:21][CH2:20][CH2:19][CH2:18]2)=[O:13])=[CH:4][CH:3]=1)[C:36]1[CH:41]=[CH:40][CH:39]=[CH:38][CH:37]=1, predict the reactants needed to synthesize it. The reactants are: [OH:1][C:2]1[C:7]([N+:8]([O-:10])=[O:9])=[CH:6][C:5]([CH2:11][C:12]([N:14]([CH3:28])[C@@H:15]([C:22]2[CH:27]=[CH:26][CH:25]=[CH:24][CH:23]=2)[CH2:16][N:17]2[CH2:21][CH2:20][CH2:19][CH2:18]2)=[O:13])=[CH:4][CH:3]=1.C(=O)([O-])[O-].[K+].[K+].[CH2:35](Br)[C:36]1[CH:41]=[CH:40][CH:39]=[CH:38][CH:37]=1. (9) The reactants are: [OH:1][C:2]1[NH:3][C:4]2[C:9]([C:10]=1[C:11]1[CH:16]=[CH:15][C:14]([CH2:17][N:18]3[CH2:23][CH2:22][O:21][CH2:20][CH2:19]3)=[CH:13][N:12]=1)=[CH:8][C:7]([C:24]#[N:25])=[CH:6][CH:5]=2.[C:26]([OH:33])(=[O:32])/[CH:27]=[CH:28]/[C:29]([OH:31])=[O:30]. Given the product [C:26]([OH:33])(=[O:32])/[CH:27]=[CH:28]/[C:29]([OH:31])=[O:30].[OH:1][C:2]1[NH:3][C:4]2[C:9]([C:10]=1[C:11]1[CH:16]=[CH:15][C:14]([CH2:17][N:18]3[CH2:19][CH2:20][O:21][CH2:22][CH2:23]3)=[CH:13][N:12]=1)=[CH:8][C:7]([C:24]#[N:25])=[CH:6][CH:5]=2, predict the reactants needed to synthesize it.